Dataset: Forward reaction prediction with 1.9M reactions from USPTO patents (1976-2016). Task: Predict the product of the given reaction. (1) Given the reactants Cl.[Cl:2][C:3]1[CH:4]=[C:5]([S:10]([NH:13][C:14]2[CH:19]=[CH:18][C:17]([F:20])=[C:16]([NH:21][C:22]3[C:27]([C:28]4[N:36]=[CH:35][N:34]=[C:33]5[C:29]=4[N:30]=[CH:31][N:32]5C4CCCCO4)=[CH:26][CH:25]=[CH:24][N:23]=3)[C:15]=2[F:43])(=[O:12])=[O:11])[CH:6]=[CH:7][C:8]=1[Cl:9], predict the reaction product. The product is: [N:36]1[C:28]([C:27]2[C:22]([NH:21][C:16]3[C:15]([F:43])=[C:14]([NH:13][S:10]([C:5]4[CH:6]=[CH:7][C:8]([Cl:9])=[C:3]([Cl:2])[CH:4]=4)(=[O:12])=[O:11])[CH:19]=[CH:18][C:17]=3[F:20])=[N:23][CH:24]=[CH:25][CH:26]=2)=[C:29]2[C:33]([NH:32][CH:31]=[N:30]2)=[N:34][CH:35]=1. (2) Given the reactants [CH:1]1([C@H:5]([NH:7][C:8]2[N:16]=[C:15]([C:17]([NH:19][NH2:20])=[O:18])[N:14]=[C:13]3[C:9]=2[N:10]([CH2:33][C@H:34]2[CH2:39][CH2:38][C@H:37]([CH3:40])[CH2:36][CH2:35]2)[C:11]([N:21]2[CH2:26][CH2:25][O:24][CH2:23][C@H:22]2[C:27]2[CH:32]=[CH:31][CH:30]=[CH:29][CH:28]=2)=[N:12]3)[CH3:6])[CH2:4][CH2:3][CH2:2]1.[CH3:41][N:42]=[C:43]=[O:44].[N-]=C=O, predict the reaction product. The product is: [CH:1]1([C@H:5]([NH:7][C:8]2[N:16]=[C:15]([C:17]([NH:19][NH:20][C:43]([NH:42][CH3:41])=[O:44])=[O:18])[N:14]=[C:13]3[C:9]=2[N:10]([CH2:33][C@H:34]2[CH2:39][CH2:38][C@H:37]([CH3:40])[CH2:36][CH2:35]2)[C:11]([N:21]2[CH2:26][CH2:25][O:24][CH2:23][C@H:22]2[C:27]2[CH:32]=[CH:31][CH:30]=[CH:29][CH:28]=2)=[N:12]3)[CH3:6])[CH2:2][CH2:3][CH2:4]1.